From a dataset of Reaction yield outcomes from USPTO patents with 853,638 reactions. Predict the reaction yield, written as a fraction of the theoretical maximum amount of product (1.0 means a 100% yield; for example, 0.34 means a 34% yield). (1) The reactants are [CH3:1][O:2][C:3]([C:5]1[S:6][C:7]2[C:8](=O)[CH2:9][O:10][C:11]3[CH:18]=[CH:17][C:16]([Br:19])=[CH:15][C:12]=3[C:13]=2[N:14]=1)=[O:4].[Br-].[CH3:22][O:23][C:24]([CH2:26][P+](C1C=CC=CC=1)(C1C=CC=CC=1)C1C=CC=CC=1)=[O:25].[H-].[Na+]. The catalyst is C1COCC1. The product is [CH3:1][O:2][C:3]([C:5]1[S:6][C:7]2/[C:8](=[CH:26]/[C:24]([O:23][CH3:22])=[O:25])/[CH2:9][O:10][C:11]3[CH:18]=[CH:17][C:16]([Br:19])=[CH:15][C:12]=3[C:13]=2[N:14]=1)=[O:4]. The yield is 0.430. (2) The reactants are [CH3:1][O:2][C:3]1[CH:4]=[C:5]([CH:19]=[CH:20][C:21]=1[O:22][CH2:23][C:24]1[N:25]=[C:26]([C:30]2[CH:35]=[CH:34][CH:33]=[CH:32][CH:31]=2)[O:27][C:28]=1[CH3:29])[CH2:6][O:7][C:8]1[C:12]([CH2:13][C:14]([O:16]C)=[O:15])=[CH:11][N:10]([CH3:18])[N:9]=1.[OH-].[Na+].O1CCCC1.Cl. The catalyst is C(O)C. The product is [CH3:1][O:2][C:3]1[CH:4]=[C:5]([CH:19]=[CH:20][C:21]=1[O:22][CH2:23][C:24]1[N:25]=[C:26]([C:30]2[CH:31]=[CH:32][CH:33]=[CH:34][CH:35]=2)[O:27][C:28]=1[CH3:29])[CH2:6][O:7][C:8]1[C:12]([CH2:13][C:14]([OH:16])=[O:15])=[CH:11][N:10]([CH3:18])[N:9]=1. The yield is 0.910. (3) The reactants are [N:1]1[C:9]2[C:4](=[N:5][CH:6]=[CH:7][CH:8]=2)[NH:3][C:2]=1[C:10]1[C:11]([O:20][CH3:21])=[CH:12][C:13]([O:18][CH3:19])=[C:14]([CH:17]=1)[CH:15]=O.[C:22]([C:25]1[CH:30]=[CH:29][C:28]([S:31]([NH2:34])(=[O:33])=[O:32])=[CH:27][CH:26]=1)(=[O:24])[CH3:23]. No catalyst specified. The product is [N:1]1[C:9]2[C:4](=[N:5][CH:6]=[CH:7][CH:8]=2)[NH:3][C:2]=1[C:10]1[C:11]([O:20][CH3:21])=[CH:12][C:13]([O:18][CH3:19])=[C:14](/[CH:15]=[CH:23]/[C:22]([C:25]2[CH:26]=[CH:27][C:28]([S:31]([NH2:34])(=[O:33])=[O:32])=[CH:29][CH:30]=2)=[O:24])[CH:17]=1. The yield is 0.260. (4) The reactants are [NH2:1][C:2]1[CH:3]=[N:4][C:5]([Cl:8])=[N:6][CH:7]=1.C(N(CC)CC)C.[F:16][C:17]1[CH:18]=[C:19]([CH:23]=[CH:24][C:25]=1[F:26])[C:20](Cl)=[O:21]. The catalyst is C1COCC1. The product is [Cl:8][C:5]1[N:6]=[CH:7][C:2]([NH:1][C:20](=[O:21])[C:19]2[CH:23]=[CH:24][C:25]([F:26])=[C:17]([F:16])[CH:18]=2)=[CH:3][N:4]=1. The yield is 0.618. (5) The reactants are Cl[C:2]1[CH:7]=[C:6]([CH3:8])[CH:5]=[CH:4][N+:3]=1[O-:9].[NH2:10][CH2:11][CH2:12][CH2:13][OH:14].C([O-])(O)=O.[Na+].C(O)(CC)(C)C. The catalyst is C(Cl)Cl. The product is [OH:14][CH2:13][CH2:12][CH2:11][NH:10][C:2]1[CH:7]=[C:6]([CH3:8])[CH:5]=[CH:4][N+:3]=1[O-:9]. The yield is 0.880. (6) The product is [Cl:22][C:19]1[CH:20]=[CH:21][C:16]([CH:12]2[CH2:13][CH2:14][CH2:15][N:10]([C:8]([C:6]3[CH:7]=[C:2]([N:27]([CH3:28])[CH3:26])[N:3]=[N:4][CH:5]=3)=[O:9])[CH2:11]2)=[C:17]([O:23][CH2:24][CH3:25])[CH:18]=1. The yield is 0.790. The reactants are Cl[C:2]1[N:3]=[N:4][CH:5]=[C:6]([C:8]([N:10]2[CH2:15][CH2:14][CH2:13][CH:12]([C:16]3[CH:21]=[CH:20][C:19]([Cl:22])=[CH:18][C:17]=3[O:23][CH2:24][CH3:25])[CH2:11]2)=[O:9])[CH:7]=1.[CH3:26][NH:27][CH3:28]. The catalyst is C(O)CCC.CN1C(=O)CCC1.